This data is from Full USPTO retrosynthesis dataset with 1.9M reactions from patents (1976-2016). The task is: Predict the reactants needed to synthesize the given product. (1) Given the product [CH3:8][C:4]1[CH:5]=[CH:6][CH:7]=[C:2]([CH3:1])[C:3]=1[NH:9][C:10](=[O:18])[CH2:11][N:12]1[CH2:13][CH2:14][N:15]([CH2:30][CH2:29][C:28](=[O:31])[CH2:27][C:22]2[CH:23]=[CH:24][CH:25]=[CH:26][C:21]=2[O:20][CH3:19])[CH2:16][CH2:17]1, predict the reactants needed to synthesize it. The reactants are: [CH3:1][C:2]1[CH:7]=[CH:6][CH:5]=[C:4]([CH3:8])[C:3]=1[NH:9][C:10](=[O:18])[CH2:11][N:12]1[CH2:17][CH2:16][NH:15][CH2:14][CH2:13]1.[CH3:19][O:20][C:21]1[CH:26]=[CH:25][CH:24]=[CH:23][C:22]=1[CH2:27][C:28](=[O:31])[CH:29]=[CH2:30]. (2) Given the product [ClH:1].[CH2:7]([N:14]1[C:20](=[O:21])[CH:19]([NH:22][C:23](=[O:35])[C@@H:24]([NH:26][CH3:27])[CH3:25])[CH2:18][S:17][C:16]2[CH:36]=[CH:37][CH:38]=[CH:39][C:15]1=2)[C:8]1[CH:9]=[CH:10][CH:11]=[CH:12][CH:13]=1, predict the reactants needed to synthesize it. The reactants are: [ClH:1].CCOCC.[CH2:7]([N:14]1[C:20](=[O:21])[CH:19]([NH:22][C:23](=[O:35])[C@@H:24]([N:26](C)[C:27](=O)OC(C)(C)C)[CH3:25])[CH2:18][S:17][C:16]2[CH:36]=[CH:37][CH:38]=[CH:39][C:15]1=2)[C:8]1[CH:13]=[CH:12][CH:11]=[CH:10][CH:9]=1. (3) Given the product [C:1]([O:4][C:5]1[CH:10]=[CH:9][C:8]([C:11](=[O:12])[NH:25][CH2:24][CH:23]([O:26][CH3:27])[O:22][CH3:21])=[CH:7][CH:6]=1)(=[O:3])[CH3:2], predict the reactants needed to synthesize it. The reactants are: [C:1]([O:4][C:5]1[CH:10]=[CH:9][C:8]([C:11](Cl)=[O:12])=[CH:7][CH:6]=1)(=[O:3])[CH3:2].C(N(CC)CC)C.[CH3:21][O:22][CH:23]([O:26][CH3:27])[CH2:24][NH2:25]. (4) Given the product [NH2:21][C:13]1[C:12]2[N:22]=[C:9]([CH2:8][NH:7][C:4]([CH:1]3[CH2:3][CH2:2]3)=[O:5])[N:10]([CH2:23][CH:24]([CH3:26])[CH3:25])[C:11]=2[C:20]2[CH:19]=[CH:18][CH:17]=[CH:16][C:15]=2[N:14]=1, predict the reactants needed to synthesize it. The reactants are: [CH:1]1([C:4](Cl)=[O:5])[CH2:3][CH2:2]1.[NH2:7][CH2:8][C:9]1[N:10]([CH2:23][CH:24]([CH3:26])[CH3:25])[C:11]2[C:20]3[CH:19]=[CH:18][CH:17]=[CH:16][C:15]=3[N:14]=[C:13]([NH2:21])[C:12]=2[N:22]=1.C(N(CC)CC)C. (5) Given the product [CH3:2][O:3][C:4]1[CH:5]=[CH:6][C:7]([N:10]2[CH2:15][CH2:14][CH:13]([N:36]3[CH2:37][CH2:38][C@@H:34]([NH:33][C:18](=[O:17])[CH2:19][NH:20][C:21](=[O:32])[C:22]4[CH:27]=[CH:26][CH:25]=[C:24]([C:28]([F:29])([F:31])[F:30])[CH:23]=4)[CH2:35]3)[CH2:12][C:11]2=[O:16])=[CH:8][CH:9]=1, predict the reactants needed to synthesize it. The reactants are: O.[CH3:2][O:3][C:4]1[CH:9]=[CH:8][C:7]([N:10]2[CH2:15][CH2:14][CH:13]=[CH:12][C:11]2=[O:16])=[CH:6][CH:5]=1.[O:17]=[C:18]([NH:33][C@@H:34]1[CH2:38][CH2:37][NH:36][CH2:35]1)[CH2:19][NH:20][C:21](=[O:32])[C:22]1[CH:27]=[CH:26][CH:25]=[C:24]([C:28]([F:31])([F:30])[F:29])[CH:23]=1.[NH4+].[OH-]. (6) Given the product [ClH:48].[NH2:7][C@H:8]([CH2:37][C:38]1[CH:43]=[C:42]([F:44])[C:41]([F:45])=[CH:40][C:39]=1[F:46])[CH2:9][C:10]([N:12]1[CH2:17][CH2:16][N:15]2[C:18]([C:33]([F:36])([F:34])[F:35])=[N:19][C:20]([C:21]([N:23]3[CH2:28][CH2:27][N:26]([S:29]([CH3:32])(=[O:30])=[O:31])[CH2:25][CH2:24]3)=[O:22])=[C:14]2[CH2:13]1)=[O:11], predict the reactants needed to synthesize it. The reactants are: C(OC(=O)[NH:7][C@H:8]([CH2:37][C:38]1[CH:43]=[C:42]([F:44])[C:41]([F:45])=[CH:40][C:39]=1[F:46])[CH2:9][C:10]([N:12]1[CH2:17][CH2:16][N:15]2[C:18]([C:33]([F:36])([F:35])[F:34])=[N:19][C:20]([C:21]([N:23]3[CH2:28][CH2:27][N:26]([S:29]([CH3:32])(=[O:31])=[O:30])[CH2:25][CH2:24]3)=[O:22])=[C:14]2[CH2:13]1)=[O:11])(C)(C)C.[ClH:48]. (7) The reactants are: [Cl:1][C:2]1[C:10]([NH2:11])=[CH:9][C:8]([Cl:12])=[CH:7][C:3]=1[C:4]([OH:6])=[O:5].[CH3:13][Si](C=[N+]=[N-])(C)C. Given the product [Cl:1][C:2]1[C:10]([NH2:11])=[CH:9][C:8]([Cl:12])=[CH:7][C:3]=1[C:4]([O:6][CH3:13])=[O:5], predict the reactants needed to synthesize it. (8) Given the product [F:15][C:2]1[C:11]2[C:6](=[CH:7][CH:8]=[CH:9][CH:10]=2)[C:5]([O:12][CH2:13][CH3:14])=[CH:4][N:3]=1, predict the reactants needed to synthesize it. The reactants are: Cl[C:2]1[C:11]2[C:6](=[CH:7][CH:8]=[CH:9][CH:10]=2)[C:5]([O:12][CH2:13][CH3:14])=[CH:4][N:3]=1.[F-:15].[Cs+].